From a dataset of Full USPTO retrosynthesis dataset with 1.9M reactions from patents (1976-2016). Predict the reactants needed to synthesize the given product. Given the product [Br:40][C:37]1[CH:38]=[CH:39][C:34]([CH:25]([C:24]([O:31][CH3:32])=[O:30])[C:26]([O:28][CH3:29])=[O:27])=[C:35]([N+:41]([O-:43])=[O:42])[CH:36]=1, predict the reactants needed to synthesize it. The reactants are: N1C2C(=CC=CC=2)CC1=O.BrC1C=C2C(CC(=O)N2)=CC=1.[H-].[Na+].[C:24]([O:31][CH3:32])(=[O:30])[CH2:25][C:26]([O:28][CH3:29])=[O:27].Br[C:34]1[CH:39]=[CH:38][C:37]([Br:40])=[CH:36][C:35]=1[N+:41]([O-:43])=[O:42].[Cl-].[NH4+].